This data is from Full USPTO retrosynthesis dataset with 1.9M reactions from patents (1976-2016). The task is: Predict the reactants needed to synthesize the given product. (1) The reactants are: [Br:1][C:2]1[CH:3]=[C:4]([F:11])[C:5]([CH2:9]Br)=[C:6]([F:8])[CH:7]=1.[C-:12]#[N:13].[K+]. Given the product [Br:1][C:2]1[CH:3]=[C:4]([F:11])[C:5]([CH2:9][C:12]#[N:13])=[C:6]([F:8])[CH:7]=1, predict the reactants needed to synthesize it. (2) Given the product [Cl:1][C:2]1[CH:7]=[C:6]([S:8][C:9]2[CH:14]=[CH:13][C:12]([O:15][CH3:16])=[CH:11][CH:10]=2)[CH:5]=[C:4]([CH3:17])[C:3]=1[C:18]1[N:19]=[C:20]([NH:23][C:25](=[O:32])[C:26]2[CH:31]=[CH:30][N:29]=[CH:28][CH:27]=2)[S:21][CH:22]=1, predict the reactants needed to synthesize it. The reactants are: [Cl:1][C:2]1[CH:7]=[C:6]([S:8][C:9]2[CH:14]=[CH:13][C:12]([O:15][CH3:16])=[CH:11][CH:10]=2)[CH:5]=[C:4]([CH3:17])[C:3]=1[C:18]1[N:19]=[C:20]([NH2:23])[S:21][CH:22]=1.Cl.[C:25](Cl)(=[O:32])[C:26]1[CH:31]=[CH:30][N:29]=[CH:28][CH:27]=1. (3) The reactants are: [CH:1]([C:4]1[C:13]2[C:8](=[CH:9][C:10]([O:27][CH3:28])=[C:11](/[C:14](/[CH3:26])=[CH:15]\[CH:16]=[CH:17]\[C:18](\[CH3:25])=[CH:19]\[C:20]([O:22]CC)=[O:21])[CH:12]=2)[O:7][C:6]([CH3:30])([CH3:29])[CH:5]=1)([CH3:3])[CH3:2].[OH-].[Na+]. Given the product [CH:1]([C:4]1[C:13]2[C:8](=[CH:9][C:10]([O:27][CH3:28])=[C:11](/[C:14](/[CH3:26])=[CH:15]\[CH:16]=[CH:17]\[C:18](\[CH3:25])=[CH:19]\[C:20]([OH:22])=[O:21])[CH:12]=2)[O:7][C:6]([CH3:30])([CH3:29])[CH:5]=1)([CH3:3])[CH3:2], predict the reactants needed to synthesize it. (4) Given the product [O:10]=[C:2]1[NH:1][C:9]2[C:4](/[C:3]/1=[CH:11]/[C:13]1[NH:17][C:16]3[CH2:18][CH2:19][CH2:20][CH2:21][CH2:22][C:15]=3[C:14]=1[CH2:23][CH2:24][C:25]([OH:27])=[O:26])=[CH:5][CH:6]=[CH:7][CH:8]=2, predict the reactants needed to synthesize it. The reactants are: [NH:1]1[C:9]2[C:4](=[CH:5][CH:6]=[CH:7][CH:8]=2)[CH2:3][C:2]1=[O:10].[CH:11]([C:13]1[NH:17][C:16]2[CH2:18][CH2:19][CH2:20][CH2:21][CH2:22][C:15]=2[C:14]=1[CH2:23][CH2:24][C:25]([OH:27])=[O:26])=O.N1CCCCC1. (5) Given the product [C:1]1([C:7]#[C:8]/[CH:10]=[CH:11]/[C:12]2[CH:17]=[CH:16][CH:15]=[CH:14][CH:13]=2)[CH:6]=[CH:5][CH:4]=[CH:3][CH:2]=1, predict the reactants needed to synthesize it. The reactants are: [C:1]1([C:7]#[CH:8])[CH:6]=[CH:5][CH:4]=[CH:3][CH:2]=1.I[CH:10]=[CH:11][C:12]1[CH:17]=[CH:16][CH:15]=[CH:14][CH:13]=1. (6) The reactants are: [OH:1][C:2]1[CH:10]=[CH:9][C:5]([C:6]([NH2:8])=O)=[CH:4][C:3]=1[O:11][C:12]([F:15])([F:14])[F:13].N1C(Cl)=NC(Cl)=NC=1Cl.O. Given the product [OH:1][C:2]1[CH:10]=[CH:9][C:5]([C:6]#[N:8])=[CH:4][C:3]=1[O:11][C:12]([F:13])([F:14])[F:15], predict the reactants needed to synthesize it. (7) Given the product [N:27]([CH2:6][C:7]1[CH:12]=[CH:11][N:10]=[C:9]([N:13]2[C:17]([C:18]3[O:19][CH:20]=[CH:21][CH:22]=3)=[CH:16][C:15]([C:23]([F:26])([F:25])[F:24])=[N:14]2)[CH:8]=1)=[N+:28]=[N-:29], predict the reactants needed to synthesize it. The reactants are: CS(O[CH2:6][C:7]1[CH:12]=[CH:11][N:10]=[C:9]([N:13]2[C:17]([C:18]3[O:19][CH:20]=[CH:21][CH:22]=3)=[CH:16][C:15]([C:23]([F:26])([F:25])[F:24])=[N:14]2)[CH:8]=1)(=O)=O.[N-:27]=[N+:28]=[N-:29].[Na+]. (8) Given the product [CH2:1]([NH:8][C:9]([N:23]1[CH2:24][CH2:25][C:20]2[C:19](=[O:26])[O:18][C:17]([CH2:27][CH2:28][CH2:29][CH3:30])([C:11]3[CH:16]=[CH:15][CH:14]=[CH:13][CH:12]=3)[C:21]=2[CH2:22]1)=[O:10])[C:2]1[CH:7]=[CH:6][CH:5]=[CH:4][CH:3]=1, predict the reactants needed to synthesize it. The reactants are: [CH2:1]([N:8]=[C:9]=[O:10])[C:2]1[CH:7]=[CH:6][CH:5]=[CH:4][CH:3]=1.[C:11]1([C:17]2([CH2:27][CH2:28][CH2:29][CH3:30])[C:21]3[CH2:22][NH:23][CH2:24][CH2:25][C:20]=3[C:19](=[O:26])[O:18]2)[CH:16]=[CH:15][CH:14]=[CH:13][CH:12]=1.